This data is from Full USPTO retrosynthesis dataset with 1.9M reactions from patents (1976-2016). The task is: Predict the reactants needed to synthesize the given product. (1) Given the product [Br:12][CH2:13][CH2:14][CH2:15][CH2:16][O:1][C:2]1[CH:3]=[CH:4][C:5]([NH:8][C:9](=[O:11])[CH3:10])=[CH:6][CH:7]=1, predict the reactants needed to synthesize it. The reactants are: [OH:1][C:2]1[CH:7]=[CH:6][C:5]([NH:8][C:9](=[O:11])[CH3:10])=[CH:4][CH:3]=1.[Br:12][CH2:13][CH2:14][CH:15](Br)[CH3:16].C(=O)([O-])[O-].[K+].[K+]. (2) Given the product [O:23]([C:20]1[CH:19]=[CH:18][C:17]([C:14]2([C:12]([N:9]3[CH2:10][CH2:11][CH:7]([C:3]4[CH:2]=[N:1][CH:6]=[CH:5][CH:4]=4)[CH2:8]3)=[O:13])[CH2:16][CH2:15]2)=[CH:22][CH:21]=1)[C:27]1[CH:32]=[CH:31][CH:30]=[CH:29][CH:28]=1, predict the reactants needed to synthesize it. The reactants are: [N:1]1[CH:6]=[CH:5][CH:4]=[C:3]([CH:7]2[CH2:11][CH2:10][N:9]([C:12]([C:14]3([C:17]4[CH:22]=[CH:21][C:20]([OH:23])=[CH:19][CH:18]=4)[CH2:16][CH2:15]3)=[O:13])[CH2:8]2)[CH:2]=1.C(Cl)Cl.[C:27]1(B(O)O)[CH:32]=[CH:31][CH:30]=[CH:29][CH:28]=1.C(N(CC)CC)C.